Dataset: NCI-60 drug combinations with 297,098 pairs across 59 cell lines. Task: Regression. Given two drug SMILES strings and cell line genomic features, predict the synergy score measuring deviation from expected non-interaction effect. Drug 1: CC1CCC2CC(C(=CC=CC=CC(CC(C(=O)C(C(C(=CC(C(=O)CC(OC(=O)C3CCCCN3C(=O)C(=O)C1(O2)O)C(C)CC4CCC(C(C4)OC)O)C)C)O)OC)C)C)C)OC. Drug 2: C1=CC=C(C=C1)NC(=O)CCCCCCC(=O)NO. Cell line: IGROV1. Synergy scores: CSS=33.4, Synergy_ZIP=-9.76, Synergy_Bliss=-3.58, Synergy_Loewe=-29.6, Synergy_HSA=-1.68.